Dataset: Drug-target binding data from BindingDB using Ki measurements. Task: Regression. Given a target protein amino acid sequence and a drug SMILES string, predict the binding affinity score between them. We predict pKi (pKi = -log10(Ki in M); higher means stronger inhibition). Dataset: bindingdb_ki. (1) The small molecule is CC(=O)NC1C(NC(=O)CCl)OC(CO)C(O)C1O. The target protein (P20933) has sequence MARKSNLPVLLVPFLLCQALVRCSSPLPLVVNTWPFKNATEAAWRALASGGSALDAVESGCAMCEREQCDGSVGFGGSPDELGETTLDAMIMDGTTMDVGAVGDLRRIKNAIGVARKVLEHTTHTLLVGESATTFAQSMGFINEDLSTTASQALHSDWLARNCQPNYWRNVIPDPSKYCGPYKPPGILKQDIPIHKETEDDRGHDTIGMVVIHKTGHIAAGTSTNGIKFKIHGRVGDSPIPGAGAYADDTAGAAAATGNGDILMRFLPSYQAVEYMRRGEDPTIACQKVISRIQKHFPEFFGAVICANVTGSYGAACNKLSTFTQFSFMVYNSEKNQPTEEKVDCI. The pKi is 3.2. (2) The drug is CCCC(=O)NCC1CCCCc2ccc(OC)cc21. The target protein (P51050) has sequence GNAFVVSLALADLVVALYPYPLVLLAIFHNGWTLGEMHCKVSGFVMGLSVIGSIFNITAIAINRYCYICHSFAYDKVYSCWNTMLYVSLIWVLTVIATVPNFFVGSLKYDPRIYSCTFVQTASSYYTIAVVVIHFIVPITVVSFCYLRIWVLVLQVRRRVKSETKPRLKPSDFRNFLTMFVVFVIFAFCWAPLNFIGLAVAINPSEMAPKVPEWLFIISYFMAYFNSCLNAIIYGLLNQNFRNEYKRILMSLWMPRLFFQDTSKGGTDGQKSKPSPALNNNDQMKTDTL. The pKi is 9.0. (3) The drug is CCc1[nH]c2cc(OC)ccc2c1C1CCN(CCCSc2ccc(F)cc2)CC1. The target protein (O54814) has sequence MASNEEELKTVVETFETTPYEYEWAPPCEKVSIRELGSWLLPPLYSLVFIVGLLGNMMVVLILIKYRKLQIMTNIYLLNLAISDLLFLFTVPFWIHYVLWNEWGFGHCMCKMLSGLYYLALYSEIFFIILLTIDRYLAIVHAVLALRARTVTFATITSIITWGFAVLAALPEFIFHESQDNFGDLSCSPRYPEGEEDSWKRFHALRMNIFGLALPLLIMVICYSGIIKTLLRCPNKKKHKAIQLIFVVMIVFFIFWTPYNLVLLLSAFHSTFLETSCQQSIHLDLAMQVTEVITHTHCCINPIIYAFVGERFRKHLRLFFHRNVAIYLRKYISFLPGEKLERTSSVSPSTGEQEISVVF. The pKi is 5.4. (4) The drug is Cc1c(O)cccc1C(=O)N[C@@H](CSc1ccccc1)[C@H](O)CN1C[C@H]2CCCC[C@H]2C[C@H]1C(=O)NC(C)(C)C. The target protein sequence is PQVTLWKRPLVTIKIGGQLKEALLDTGADDTVLEEMSLPGRWKPKMIGGIGGFIKVRQYDQILIEICGHKAIGTVLVGPTPVNIIGRNLLTQIGCTLNF. The pKi is 9.4. (5) The compound is CN[C@@H](C)C(=O)N[C@H]1CN(Cc2ccccc2)CC[C@H]2CC[C@@H](C(=O)NC(c3ccccc3)c3ccccc3)N2C1=O. The target protein (Q96P09) has sequence MTGYEARLITFGTWMYSVNKEQLARAGFYAIGQEDKVQCFHCGGGLANWKPKEDPWEQHAKWYPGCKYLLEEKGHEYINNIHLTRSLEGALVQTTKKTPSLTKRISDTIFPNPMLQEAIRMGFDFKDVKKIMEERIQTSGSNYKTLEVLVADLVSAQKDTTENELNQTSLQREISPEEPLRRLQEEKLCKICMDRHIAVVFIPCGHLVTCKQCAEAVDRCPMCSAVIDFKQRVFMS. The pKi is 8.0. (6) The small molecule is O=C(c1cccnc1)C(F)(F)F. The target protein sequence is MRALIIVDVQNDFCEGGSLAVTGGAALARAISDYLAEAADYHHVVATKDFHIDPGDHFSGTPDYSSSWPPHCVSGTPGADFHPSLDTSAIEAVFYKGAYTGAYSGFEGVDENGTPLLNWLRQRGVDEVDVVGIATDHCVRQTAEDAVRNGLATRVLVDLTAGVSADTTVAALEEMRTASVELVCSS. The pKi is 3.4. (7) The small molecule is C[N+](C)(C)CCOC(N)=O. The target protein sequence is MTLHSQSTTSPLFPQISSSWVHSPSEAGLPLGTVTQLGSYQISQETGQFSSQDTSSDPLGGHTIWQVVFIAFLTGFLALVTIIGNILVIVAFKVNKQLKTVNNYFLLSLASADLIIGVISMNLFTTYIIMNRWALGNLACDLWLSIDYVASNASVMNLLVISFDRYFSITRPLTYRAKRTTKRAGVMIGLAWVISFVLWAPAILFWQYFVGKRTVPPGECFIQFLSEPTITFGTAIAAFYMPVTIMTILYWRIYKETEKRTKELAGLQASGTEIEGRIEGRIEGRTRSQITKRKRMSLIKEKKAAQTLSAILLAFIITWTPYNIMVLVNTFADSAIPKTYWNLGYWLCYINSTVNPVAYALSNKTFRTTCKTLLLSQSDKRKRRKQQYQQRQSVIFHKRVPEQAL. The pKi is 5.1. (8) The small molecule is C[C@H](CP(=O)(O)[C@@H](C)N)C(=O)O. The target protein (Q06241) has sequence MEIGFTFLDEIVHGVRWDAKYATWDNFTGKPVDGYEVNRIVGTYELAESLLKAKELAATQGYGLLLWDGYRPKRAVNCFMQWAAQPENNLTKESYYPNIDRTEMISKGYVASKSSHSRGSAIDLTLYRLDTGELVPMGSRFDFMDERSHHAANGISCNEAQNRRRLRSIMENSGFEAYSLEWWHYVLRDEPYPNSYFDFPVK. The pKi is 5.8. (9) The small molecule is Cc1ccn2ccnc2c1N1CCCN(CC2CCN(C(=O)[C@H]3C[C@@H]4CC[C@H]3O4)CC2)CC1. The target protein (P25106) has sequence MDLHLFDYSEPGNFSDISWPCNSSDCIVVDTVMCPNMPNKSVLLYTLSFIYIFIFVIGMIANSVVVWVNIQAKTTGYDTHCYILNLAIADLWVVLTIPVWVVSLVQHNQWPMGELTCKVTHLIFSINLFGSIFFLTCMSVDRYLSITYFTNTPSSRKKMVRRVVCILVWLLAFCVSLPDTYYLKTVTSASNNETYCRSFYPEHSIKEWLIGMELVSVVLGFAVPFSIIAVFYFLLARAISASSDQEKHSSRKIIFSYVVVFLVCWLPYHVAVLLDIFSILHYIPFTCRLEHALFTALHVTQCLSLVHCCVNPVLYSFINRNYRYELMKAFIFKYSAKTGLTKLIDASRVSETEYSALEQSTK. The pKi is 6.3. (10) The drug is O=C(Nc1ccc(C(=O)c2ccccc2)cc1)c1ccc(-c2ccc(C(=O)O)o2)cc1. The target protein (P00563) has sequence MPFGNTHNKYKLNYKSEEEYPDLSKHNNHMAKVLTPDLYKKLRDKETPSGFTLDDVIQTGVDNPGHPFIMTVGCVAGDEESYTVFKDLFDPIIQDRHGGFKPTDKHKTDLNHENLKGGDDLDPHYVLSSRVRTGRSIKGYTLPPHCSRGERRAVEKLSVEALNSLTGEFKGKYYPLKSMTEQEQQQLIDDHFLFDKPVSPLLLASGMARDWPDARGIWHNDNKSFLVWVNEEDHLRVISMEKGGNMKEVFRRFCVGLQKIEEIFKKAGHPFMWNEHLGYVLTCPSNLGTGLRGGVHVKLAHLSKHPKFEEILTRLRLQKRGTGGVDTAAVGSVFDISNADRLGSSEVEQVQLVVDGVKLMVEMEKKLEKGQSIDDMIPAQK. The pKi is 4.6.